From a dataset of Catalyst prediction with 721,799 reactions and 888 catalyst types from USPTO. Predict which catalyst facilitates the given reaction. Reactant: [CH2:1]=[C:2]([CH2:7][CH3:8])[C:3]([O:5][CH3:6])=[O:4].C1C=C(Cl)C=C(C(OO)=[O:17])C=1.S(C1C=C(C)C(O)=C(C(C)(C)C)C=1)C1C=C(C)C(O)=C(C(C)(C)C)C=1. Product: [CH2:7]([C:2]1([C:3]([O:5][CH3:6])=[O:4])[CH2:1][O:17]1)[CH3:8]. The catalyst class is: 26.